Dataset: Forward reaction prediction with 1.9M reactions from USPTO patents (1976-2016). Task: Predict the product of the given reaction. (1) Given the reactants [CH:1]1([N:4]([C@H:16]2[CH2:21][CH2:20][C@H:19]([CH2:22][C:23](OC)=[O:24])[CH2:18][CH2:17]2)[C:5](=[O:15])[C:6]2[CH:11]=[CH:10][C:9]([CH:12]([CH3:14])[CH3:13])=[CH:8][CH:7]=2)[CH2:3][CH2:2]1.[BH4-].[Li+].CO, predict the reaction product. The product is: [CH:1]1([N:4]([C@H:16]2[CH2:17][CH2:18][C@H:19]([CH2:22][CH2:23][OH:24])[CH2:20][CH2:21]2)[C:5](=[O:15])[C:6]2[CH:11]=[CH:10][C:9]([CH:12]([CH3:13])[CH3:14])=[CH:8][CH:7]=2)[CH2:2][CH2:3]1. (2) Given the reactants Cl.[CH3:2][NH:3][CH2:4][CH2:5][CH2:6][C:7]([OH:9])=[O:8].S(Cl)([Cl:12])=O.[CH3:14]O, predict the reaction product. The product is: [ClH:12].[CH3:2][NH:3][CH2:4][CH2:5][CH2:6][C:7]([O:9][CH3:14])=[O:8]. (3) Given the reactants [CH:1]1([C:4]2[CH:5]=[CH:6][C:7]([C:15]([OH:17])=O)=[N:8][C:9]=2[O:10][CH2:11][CH:12]2[CH2:14][CH2:13]2)[CH2:3][CH2:2]1.[NH2:18][CH:19]([CH:22]1[CH2:24][CH2:23]1)[C:20]#[N:21].CO, predict the reaction product. The product is: [C:20]([CH:19]([NH:18][C:15]([C:7]1[CH:6]=[CH:5][C:4]([CH:1]2[CH2:2][CH2:3]2)=[C:9]([O:10][CH2:11][CH:12]2[CH2:13][CH2:14]2)[N:8]=1)=[O:17])[CH:22]1[CH2:24][CH2:23]1)#[N:21]. (4) Given the reactants OS(O)(=O)=O.[NH2:6][C:7]1[C:8]2[N:9]([N:13]=[C:14]([C:16]([OH:18])=[O:17])[CH:15]=2)[CH:10]=[CH:11][CH:12]=1.C([O-])(O)=O.[Na+].[CH2:24](O)[CH3:25], predict the reaction product. The product is: [CH2:24]([O:17][C:16]([C:14]1[CH:15]=[C:8]2[C:7]([NH2:6])=[CH:12][CH:11]=[CH:10][N:9]2[N:13]=1)=[O:18])[CH3:25].